Dataset: Full USPTO retrosynthesis dataset with 1.9M reactions from patents (1976-2016). Task: Predict the reactants needed to synthesize the given product. Given the product [ClH:41].[O:42]([N:14]([C:15]1[CH:16]=[CH:17][CH:18]=[CH:19][CH:20]=1)[C:5]1[C:6]2[C:12](=[O:13])[NH:11][CH:10]=[CH:9][C:7]=2[N:8]=[C:3]([NH:40][C@H:37]2[CH2:38][CH2:39][NH:35][CH2:36]2)[N:4]=1)[C:47]1[CH:46]=[CH:9][CH:7]=[CH:6][CH:5]=1, predict the reactants needed to synthesize it. The reactants are: CS[C:3]1[N:4]=[C:5]([NH:14][C:15]2[CH:20]=[CH:19][C:18](OC3C=CC=CC=3)=[CH:17][CH:16]=2)[C:6]2[C:12](=[O:13])[NH:11][CH:10]=[CH:9][C:7]=2[N:8]=1.C([N:35]1[CH2:39][CH2:38][C@H:37]([NH2:40])[CH2:36]1)(OC(C)(C)C)=O.[ClH:41].[O:42]1[CH2:47][CH2:46]OCC1.